Dataset: Reaction yield outcomes from USPTO patents with 853,638 reactions. Task: Predict the reaction yield, written as a fraction of the theoretical maximum amount of product (1.0 means a 100% yield; for example, 0.34 means a 34% yield). (1) The reactants are [CH3:1][O:2][CH2:3][CH2:4][O:5][C:6]1[CH:7]=[C:8]2[C:12](=[C:13]([NH:15][S:16]([C:19]3[CH:24]=[CH:23][CH:22]=[CH:21][N:20]=3)(=[O:18])=[O:17])[CH:14]=1)[NH:11][C:10]([C:25]([O:27][CH2:28][CH3:29])=[O:26])=[CH:9]2.[C:30](=O)([O-])[O-].[K+].[K+].CI. The catalyst is CN(C)C=O.C(OCC)(=O)C. The product is [CH3:1][O:2][CH2:3][CH2:4][O:5][C:6]1[CH:7]=[C:8]2[C:12](=[C:13]([N:15]([CH3:30])[S:16]([C:19]3[CH:24]=[CH:23][CH:22]=[CH:21][N:20]=3)(=[O:17])=[O:18])[CH:14]=1)[NH:11][C:10]([C:25]([O:27][CH2:28][CH3:29])=[O:26])=[CH:9]2. The yield is 0.960. (2) The reactants are CN(CCN(C)C)C.C([Li])CCC.[Cl:14][C:15]1[CH:16]=[N:17][CH:18]=[CH:19][CH:20]=1.CN([CH:24]=[O:25])C. The catalyst is CCOCC. The product is [Cl:14][C:15]1[C:16]([CH:24]=[O:25])=[N:17][CH:18]=[CH:19][CH:20]=1. The yield is 0.270. (3) The reactants are Cl.[Cl:2][C:3]1[CH:8]=[CH:7][C:6]([C:9]2([NH2:15])[CH2:14][CH2:13][NH:12][CH2:11][CH2:10]2)=[CH:5][CH:4]=1.Cl[C:17]1[C:18]2[CH:25]=[CH:24][NH:23][C:19]=2[N:20]=[CH:21][N:22]=1.C(N(CC)CC)C. The catalyst is C(O)CCC. The product is [Cl:2][C:3]1[CH:8]=[CH:7][C:6]([C:9]2([NH2:15])[CH2:10][CH2:11][N:12]([C:17]3[C:18]4[CH:25]=[CH:24][NH:23][C:19]=4[N:20]=[CH:21][N:22]=3)[CH2:13][CH2:14]2)=[CH:5][CH:4]=1. The yield is 0.740. (4) The reactants are [CH2:1]([NH:3][NH2:4])[CH3:2].[Cl:5][C:6]1[C:11]([CH:12]=O)=[C:10](Cl)[CH:9]=[C:8]([Cl:15])[N:7]=1.C(N(CC)CC)C. The catalyst is C(O)C. The product is [Cl:5][C:6]1[C:11]2[CH:12]=[N:4][N:3]([CH2:1][CH3:2])[C:10]=2[CH:9]=[C:8]([Cl:15])[N:7]=1. The yield is 0.260. (5) The reactants are Cl[C:2]1[C:11]2[C:6](=[CH:7][C:8]([O:19][CH2:20][CH2:21][Cl:22])=[CH:9][C:10]=2[O:12][CH:13]2[CH2:18][CH2:17][O:16][CH2:15][CH2:14]2)[N:5]=[CH:4][N:3]=1.[NH2:23][C:24]1[C:29]([Cl:30])=[CH:28][N:27]=[C:26]2[O:31][CH2:32][O:33][C:25]=12. No catalyst specified. The product is [Cl:22][CH2:21][CH2:20][O:19][C:8]1[CH:7]=[C:6]2[C:11]([C:2]([NH:23][C:24]3[C:29]([Cl:30])=[CH:28][N:27]=[C:26]4[O:31][CH2:32][O:33][C:25]=34)=[N:3][CH:4]=[N:5]2)=[C:10]([O:12][CH:13]2[CH2:18][CH2:17][O:16][CH2:15][CH2:14]2)[CH:9]=1. The yield is 0.370.